Task: Predict the reaction yield, written as a fraction of the theoretical maximum amount of product (1.0 means a 100% yield; for example, 0.34 means a 34% yield).. Dataset: Reaction yield outcomes from USPTO patents with 853,638 reactions (1) The reactants are [CH:1]1([C:7]2[C:8]3[S:20][C:19]([C:21]([O:23]C)=[O:22])=[CH:18][C:9]=3[NH:10][C:11]=2[C:12]2[CH:17]=[CH:16][CH:15]=[CH:14][CH:13]=2)[CH2:6][CH2:5][CH2:4][CH2:3][CH2:2]1.[H-].[Na+].[CH2:27](Br)[C:28]1[CH:33]=[CH:32][CH:31]=[CH:30][CH:29]=1. The catalyst is CN(C=O)C.CCOCC.O. The product is [CH2:27]([N:10]1[C:11]([C:12]2[CH:13]=[CH:14][CH:15]=[CH:16][CH:17]=2)=[C:7]([CH:1]2[CH2:2][CH2:3][CH2:4][CH2:5][CH2:6]2)[C:8]2[S:20][C:19]([C:21]([OH:23])=[O:22])=[CH:18][C:9]1=2)[C:28]1[CH:33]=[CH:32][CH:31]=[CH:30][CH:29]=1. The yield is 0.220. (2) The reactants are Cl[C:2]([O:4][CH2:5][CH:6]([CH3:8])[CH3:7])=[O:3].FC(F)(F)C([O-])=O.[CH2:16]([O:23][C:24]1[CH:29]=[C:28]([O:30][CH2:31][C:32]2[CH:37]=[CH:36][CH:35]=[CH:34][CH:33]=2)[CH:27]=[CH:26][C:25]=1[CH:38]1[CH2:42][CH2:41][NH2+:40][CH2:39]1)[C:17]1[CH:22]=[CH:21][CH:20]=[CH:19][CH:18]=1. The catalyst is O1CCCC1.C(N(CC)C(C)C)(C)C. The product is [CH2:5]([O:4][C:2]([N:40]1[CH2:41][CH2:42][CH:38]([C:25]2[CH:26]=[CH:27][C:28]([O:30][CH2:31][C:32]3[CH:37]=[CH:36][CH:35]=[CH:34][CH:33]=3)=[CH:29][C:24]=2[O:23][CH2:16][C:17]2[CH:18]=[CH:19][CH:20]=[CH:21][CH:22]=2)[CH2:39]1)=[O:3])[CH:6]([CH3:8])[CH3:7]. The yield is 0.660. (3) The reactants are [H-].[Na+].[CH3:3][N:4]1[CH2:9][CH:8]=[C:7]([C:10]2[C:18]3[C:13](=[CH:14][CH:15]=[C:16]([N+:19]([O-:21])=[O:20])[CH:17]=3)[NH:12][CH:11]=2)[CH2:6][CH2:5]1.[CH:22]1([S:28](Cl)(=[O:30])=[O:29])[CH2:27][CH2:26][CH2:25][CH2:24][CH2:23]1.O. The catalyst is CN(C)C=O. The product is [CH:22]1([S:28]([N:12]2[C:13]3[C:18](=[CH:17][C:16]([N+:19]([O-:21])=[O:20])=[CH:15][CH:14]=3)[C:10]([C:7]3[CH2:6][CH2:5][N:4]([CH3:3])[CH2:9][CH:8]=3)=[CH:11]2)(=[O:30])=[O:29])[CH2:27][CH2:26][CH2:25][CH2:24][CH2:23]1. The yield is 0.570. (4) The reactants are [CH2:1]([C:4]1[C:8]([CH2:9][CH2:10][CH2:11][OH:12])=[CH:7][N:6]([C:13]2[CH:18]=[CH:17][C:16]([C:19]([F:22])([F:21])[F:20])=[CH:15][N:14]=2)[N:5]=1)[CH2:2][CH3:3].O[C:24]1[CH:29]=[CH:28][C:27]([CH2:30][CH2:31][C:32]([O:34]CC)=[O:33])=[CH:26][C:25]=1[O:37][CH3:38].C(P(CCCC)CCCC)CCC.N(C(N1CCCCC1)=O)=NC(N1CCCCC1)=O. The product is [CH3:38][O:37][C:25]1[CH:26]=[C:27]([CH2:30][CH2:31][C:32]([OH:34])=[O:33])[CH:28]=[CH:29][C:24]=1[O:12][CH2:11][CH2:10][CH2:9][C:8]1[C:4]([CH2:1][CH2:2][CH3:3])=[N:5][N:6]([C:13]2[CH:18]=[CH:17][C:16]([C:19]([F:21])([F:20])[F:22])=[CH:15][N:14]=2)[CH:7]=1. The catalyst is O1CCCC1. The yield is 0.800. (5) The reactants are [Cl:1][C:2]1[N:7]2[N:8]=[C:9]([C:11]([O-:13])=[O:12])[CH:10]=[C:6]2[N:5]=[C:4]([CH3:14])[C:3]=1[CH:15]([OH:21])[C:16]([O:18][CH2:19][CH3:20])=[O:17].[CH3:22][C:23](OI1(OC(C)=O)(OC(C)=O)OC(=O)C2C=CC=CC1=2)=O. The catalyst is C(Cl)Cl.C(OCC)(=O)C. The product is [Cl:1][C:2]1[N:7]2[N:8]=[C:9]([C:11]([O:13][CH2:22][CH3:23])=[O:12])[CH:10]=[C:6]2[N:5]=[C:4]([CH3:14])[C:3]=1[C:15](=[O:21])[C:16]([O:18][CH2:19][CH3:20])=[O:17]. The yield is 0.671. (6) The yield is 0.860. The product is [C:1]1([S:7]([N:10]2[C:14]3=[N:15][CH:16]=[C:17]([C:51]4[CH:50]=[CH:49][C:48]5[O:44][CH2:45][CH2:46][C:47]=5[CH:52]=4)[CH:18]=[C:13]3[C:12]([C:20]3[CH:21]=[N:22][N:23]([C:25]([C:38]4[CH:43]=[CH:42][CH:41]=[CH:40][CH:39]=4)([C:32]4[CH:37]=[CH:36][CH:35]=[CH:34][CH:33]=4)[C:26]4[CH:31]=[CH:30][CH:29]=[CH:28][CH:27]=4)[CH:24]=3)=[CH:11]2)(=[O:9])=[O:8])[CH:6]=[CH:5][CH:4]=[CH:3][CH:2]=1. The reactants are [C:1]1([S:7]([N:10]2[C:14]3=[N:15][CH:16]=[C:17](Br)[CH:18]=[C:13]3[C:12]([C:20]3[CH:21]=[N:22][N:23]([C:25]([C:38]4[CH:43]=[CH:42][CH:41]=[CH:40][CH:39]=4)([C:32]4[CH:37]=[CH:36][CH:35]=[CH:34][CH:33]=4)[C:26]4[CH:31]=[CH:30][CH:29]=[CH:28][CH:27]=4)[CH:24]=3)=[CH:11]2)(=[O:9])=[O:8])[CH:6]=[CH:5][CH:4]=[CH:3][CH:2]=1.[O:44]1[C:48]2[CH:49]=[CH:50][C:51](B(O)O)=[CH:52][C:47]=2[CH2:46][CH2:45]1.C([O-])([O-])=O.[Na+].[Na+].[Li+].[Cl-]. The catalyst is Cl[Pd](Cl)([P](C1C=CC=CC=1)(C1C=CC=CC=1)C1C=CC=CC=1)[P](C1C=CC=CC=1)(C1C=CC=CC=1)C1C=CC=CC=1.C1(C)C=CC=CC=1.CCO. (7) The reactants are [F:1][C:2]1([F:24])[CH2:5][C:4]2([CH2:9][C@@H:8]([C:10]([OH:12])=[O:11])[N:7]([C:13](=[O:23])[C@H:14]([CH:20]([CH3:22])[CH3:21])[NH:15][C:16]([O:18][CH3:19])=[O:17])[CH2:6]2)[CH2:3]1.[CH3:25][O:26][C:27]([NH:29][C@H:30]([C:34]([N:36]1[CH2:62][CH2:61][CH2:60][C@H:37]1[C:38]([O:40][CH2:41][C:42]([C:44]1[CH:49]=[CH:48][C:47]([C:50]2[CH:55]=[CH:54][C:53]([C:56](=[O:59])[CH2:57]Br)=[CH:52][CH:51]=2)=[CH:46][CH:45]=1)=[O:43])=[O:39])=[O:35])[CH:31]([CH3:33])[CH3:32])=[O:28]. No catalyst specified. The product is [F:24][C:2]1([F:1])[CH2:5][C:4]2([CH2:9][C@@H:8]([C:10]([O:12][CH2:57][C:56]([C:53]3[CH:54]=[CH:55][C:50]([C:47]4[CH:46]=[CH:45][C:44]([C:42](=[O:43])[CH2:41][O:40][C:38]([C@@H:37]5[CH2:60][CH2:61][CH2:62][N:36]5[C:34](=[O:35])[C@@H:30]([NH:29][C:27]([O:26][CH3:25])=[O:28])[CH:31]([CH3:33])[CH3:32])=[O:39])=[CH:49][CH:48]=4)=[CH:51][CH:52]=3)=[O:59])=[O:11])[N:7]([C:13](=[O:23])[C@@H:14]([NH:15][C:16]([O:18][CH3:19])=[O:17])[CH:20]([CH3:21])[CH3:22])[CH2:6]2)[CH2:3]1. The yield is 0.750. (8) The yield is 0.670. The product is [O:16]([C:10]1[CH:11]=[CH:12][C:13]([C:3](=[O:4])[CH2:2][Br:1])=[CH:14][CH:15]=1)[C:17]1[CH:18]=[CH:19][C:20]([C:3](=[O:4])[CH2:2][Br:1])=[CH:21][CH:22]=1. The catalyst is C(Cl)Cl. The reactants are [Br:1][CH2:2][C:3](Cl)=[O:4].[Cl-].[Al+3].[Cl-].[Cl-].[C:10]1([O:16][C:17]2[CH:22]=[CH:21][CH:20]=[CH:19][CH:18]=2)[CH:15]=[CH:14][CH:13]=[CH:12][CH:11]=1.Cl.